This data is from Full USPTO retrosynthesis dataset with 1.9M reactions from patents (1976-2016). The task is: Predict the reactants needed to synthesize the given product. (1) Given the product [OH:15][C:8]1[CH:9]=[CH:10][C:11]([NH:1][C:2]2[CH:7]=[CH:6][CH:5]=[CH:4][CH:3]=2)=[CH:12][CH:13]=1, predict the reactants needed to synthesize it. The reactants are: [NH2:1][C:2]1[CH:7]=[CH:6][CH:5]=[CH:4][CH:3]=1.[C:8]1(=[O:15])[CH2:13][CH2:12][C:11](=O)[CH2:10][CH2:9]1.C(N(CC)CC)C. (2) Given the product [Cl:1][C:2]1[CH:3]=[CH:4][C:5]([NH:12][S:19]([C:16]2[CH:17]=[CH:18][C:13]([CH3:23])=[CH:14][CH:15]=2)(=[O:21])=[O:20])=[C:6]([C:7]([O:9][CH3:10])=[O:8])[CH:11]=1, predict the reactants needed to synthesize it. The reactants are: [Cl:1][C:2]1[CH:11]=[C:6]([C:7]([O:9][CH3:10])=[O:8])[C:5]([NH2:12])=[CH:4][CH:3]=1.[C:13]1([CH3:23])[CH:18]=[CH:17][C:16]([S:19](Cl)(=[O:21])=[O:20])=[CH:15][CH:14]=1.O. (3) Given the product [Cl:23][C:24]1[CH:38]=[CH:37][C:27]([CH2:28][O:29][C:30]2[CH:35]=[CH:34][N:33]([C:2]3[CH:3]=[CH:4][C:5]4[C:6]5[CH2:15][N:14]([C:16]([O:18][C:19]([CH3:22])([CH3:21])[CH3:20])=[O:17])[CH2:13][CH2:12][C:7]=5[N:8]([CH3:11])[C:9]=4[CH:10]=3)[C:32](=[O:36])[CH:31]=2)=[CH:26][CH:25]=1, predict the reactants needed to synthesize it. The reactants are: Br[C:2]1[CH:3]=[CH:4][C:5]2[C:6]3[CH2:15][N:14]([C:16]([O:18][C:19]([CH3:22])([CH3:21])[CH3:20])=[O:17])[CH2:13][CH2:12][C:7]=3[N:8]([CH3:11])[C:9]=2[CH:10]=1.[Cl:23][C:24]1[CH:38]=[CH:37][C:27]([CH2:28][O:29][C:30]2[CH:35]=[CH:34][NH:33][C:32](=[O:36])[CH:31]=2)=[CH:26][CH:25]=1. (4) Given the product [Cl:21][C:20]1[C:13]([N:12]2[CH:11]=[C:5]3[CH:6]=[N:7][CH:8]=[C:9]([F:10])[C:4]3=[N:1]2)=[C:14]([CH:17]=[CH:18][CH:19]=1)[C:15]#[N:16], predict the reactants needed to synthesize it. The reactants are: [N:1]([C:4]1[C:9]([F:10])=[CH:8][N:7]=[CH:6][C:5]=1/[CH:11]=[N:12]/[C:13]1[C:20]([Cl:21])=[CH:19][CH:18]=[CH:17][C:14]=1[C:15]#[N:16])=[N+]=[N-]. (5) Given the product [C:24]([C:26]1([C:29]2[CH:30]=[C:31]([CH:35]=[CH:36][CH:37]=2)[C:32]([NH:1][C:2]2[CH:23]=[CH:22][CH:21]=[C:4]([O:5][C:6]3[CH:7]=[CH:8][C:9]4[N:13]=[C:12]([NH:14][C:15]([CH:17]5[CH2:19][CH2:18]5)=[O:16])[NH:11][C:10]=4[CH:20]=3)[CH:3]=2)=[O:33])[CH2:27][CH2:28]1)#[N:25], predict the reactants needed to synthesize it. The reactants are: [NH2:1][C:2]1[CH:3]=[C:4]([CH:21]=[CH:22][CH:23]=1)[O:5][C:6]1[CH:7]=[CH:8][C:9]2[N:13]=[C:12]([NH:14][C:15]([CH:17]3[CH2:19][CH2:18]3)=[O:16])[NH:11][C:10]=2[CH:20]=1.[C:24]([C:26]1([C:29]2[CH:30]=[C:31]([CH:35]=[CH:36][CH:37]=2)[C:32](O)=[O:33])[CH2:28][CH2:27]1)#[N:25].Cl.C(N=C=NCCCN(C)C)C.